From a dataset of Catalyst prediction with 721,799 reactions and 888 catalyst types from USPTO. Predict which catalyst facilitates the given reaction. (1) Reactant: [Cl:1][C:2]1[CH:3]=[C:4]2[CH:10]=[C:9]([C:11]([NH:13][C@@H:14]([CH2:18][C:19]3[CH:24]=[CH:23][C:22]([F:25])=[CH:21][CH:20]=3)[C:15](O)=[O:16])=[O:12])[NH:8][C:5]2=[N:6][CH:7]=1.[OH:26][C@@H:27]1[CH2:31][CH2:30][NH:29][CH2:28]1.C1C=CC2N(O)N=NC=2C=1.CCN(C(C)C)C(C)C.CCN=C=NCCCN(C)C. Product: [F:25][C:22]1[CH:21]=[CH:20][C:19]([CH2:18][C@H:14]([NH:13][C:11]([C:9]2[NH:8][C:5]3=[N:6][CH:7]=[C:2]([Cl:1])[CH:3]=[C:4]3[CH:10]=2)=[O:12])[C:15]([N:29]2[CH2:30][CH2:31][CH:27]([OH:26])[CH2:28]2)=[O:16])=[CH:24][CH:23]=1. The catalyst class is: 3. (2) Reactant: [CH3:1][C:2]1[CH:26]=[CH:25][C:5]2[S:6][C:7]([C:9]3[C:13]([C:14](O)=[O:15])=[CH:12][N:11]([CH2:17][O:18][CH2:19][CH2:20][Si:21]([CH3:24])([CH3:23])[CH3:22])[N:10]=3)=[CH:8][C:4]=2[CH:3]=1.[NH2:27][C:28]([CH3:32])([CH3:31])[CH2:29][OH:30].CN(C(ON1N=NC2C=CC=NC1=2)=[N+](C)C)C.F[P-](F)(F)(F)(F)F.CCN(C(C)C)C(C)C. Product: [OH:30][CH2:29][C:28]([NH:27][C:14]([C:13]1[C:9]([C:7]2[S:6][C:5]3[CH:25]=[CH:26][C:2]([CH3:1])=[CH:3][C:4]=3[CH:8]=2)=[N:10][N:11]([CH2:17][O:18][CH2:19][CH2:20][Si:21]([CH3:24])([CH3:22])[CH3:23])[CH:12]=1)=[O:15])([CH3:32])[CH3:31]. The catalyst class is: 3. (3) Reactant: [C:1]([O:5][C:6]([N:8]1[CH2:13][CH2:12][CH2:11][C@H:10]([C:14](=[NH:17])[NH:15][OH:16])[CH2:9]1)=[O:7])([CH3:4])([CH3:3])[CH3:2].[F:18][C:19]1[CH:27]=[CH:26][C:22]([C:23](O)=O)=[CH:21][CH:20]=1.C1C=CC2N(O)N=NC=2C=1.CCN=C=NCCCN(C)C.Cl.C(N(CC)CC)C. Product: [C:1]([O:5][C:6]([N:8]1[CH2:13][CH2:12][CH2:11][C@H:10]([C:14]2[N:17]=[C:23]([C:22]3[CH:26]=[CH:27][C:19]([F:18])=[CH:20][CH:21]=3)[O:16][N:15]=2)[CH2:9]1)=[O:7])([CH3:4])([CH3:2])[CH3:3]. The catalyst class is: 12. (4) Reactant: [F:1][C:2]1[CH:7]=[CH:6][C:5]([O:8][CH3:9])=[CH:4][C:3]=1[C:10]1[CH:15]=[CH:14][C:13]([C:16]([O:18][CH3:19])=[O:17])=[CH:12][C:11]=1[CH:20]1[CH:24]([CH3:25])[CH2:23][CH2:22][CH:21]1[OH:26].[CH3:27][S:28](Cl)(=[O:30])=[O:29]. Product: [F:1][C:2]1[CH:7]=[CH:6][C:5]([O:8][CH3:9])=[CH:4][C:3]=1[C:10]1[CH:15]=[CH:14][C:13]([C:16]([O:18][CH3:19])=[O:17])=[CH:12][C:11]=1[CH:20]1[CH:21]([O:26][S:28]([CH3:27])(=[O:30])=[O:29])[CH2:22][CH2:23][CH:24]1[CH3:25]. The catalyst class is: 2. (5) Reactant: [CH:1]([C:3]1[O:7][N:6]=[C:5]([C:8]2[CH:13]=[CH:12][CH:11]=[CH:10][N:9]=2)[CH:4]=1)=[O:2].[CH3:14][Mg]I. Product: [OH:2][CH:1]([C:3]1[O:7][N:6]=[C:5]([C:8]2[CH:13]=[CH:12][CH:11]=[CH:10][N:9]=2)[CH:4]=1)[CH3:14]. The catalyst class is: 1. (6) Reactant: Cl[C:2]1[N:7]=[CH:6][N:5]=[C:4]([NH:8][C:9]2[CH:14]=[CH:13][C:12]([O:15][CH3:16])=[CH:11][CH:10]=2)[CH:3]=1.[NH2:17][CH2:18][C:19]([OH:21])=[O:20].CCN(C(C)C)C(C)C. Product: [CH3:16][O:15][C:12]1[CH:13]=[CH:14][C:9]([NH:8][C:4]2[N:5]=[CH:6][N:7]=[C:2]([NH:17][CH2:18][C:19]([OH:21])=[O:20])[CH:3]=2)=[CH:10][CH:11]=1. The catalyst class is: 33. (7) Reactant: Cl[C:2]1[N:7]=[N:6][C:5]([C:8]2[CH:17]=[C:16]3[C:11]([CH:12]([C:25]4[CH:30]=[CH:29][C:28]([Cl:31])=[C:27]([Cl:32])[CH:26]=4)[CH2:13][N:14](C(OC(C)(C)C)=O)[CH2:15]3)=[CH:10][CH:9]=2)=[CH:4][CH:3]=1.O.NN. Product: [Cl:32][C:27]1[CH:26]=[C:25]([CH:12]2[C:11]3[C:16](=[CH:17][C:8]([C:5]4[N:6]=[N:7][CH:2]=[CH:3][CH:4]=4)=[CH:9][CH:10]=3)[CH2:15][NH:14][CH2:13]2)[CH:30]=[CH:29][C:28]=1[Cl:31]. The catalyst class is: 29. (8) Reactant: [N+:1]([C:4]1[C:5]([S:10][CH2:11][CH2:12][S:13]([C:16]2[CH:21]=[CH:20][CH:19]=[C:18]([C:22]([F:25])([F:24])[F:23])[CH:17]=2)(=[O:15])=[O:14])=[N:6][CH:7]=[CH:8][CH:9]=1)([O-])=O.[NH4+].[Cl-].CCCCCC. Product: [F:24][C:22]([F:23])([F:25])[C:18]1[CH:17]=[C:16]([S:13]([CH2:12][CH2:11][S:10][C:5]2[C:4]([NH2:1])=[CH:9][CH:8]=[CH:7][N:6]=2)(=[O:14])=[O:15])[CH:21]=[CH:20][CH:19]=1. The catalyst class is: 490.